This data is from Catalyst prediction with 721,799 reactions and 888 catalyst types from USPTO. The task is: Predict which catalyst facilitates the given reaction. Reactant: [OH:1][C@H:2]1[CH2:6][CH2:5][N:4]([C:7](=[O:10])[CH2:8][CH3:9])[CH2:3]1.[H-].[Na+].[CH2:13]([N:20]1[CH2:30][CH2:29][C:23]2[N:24]=[CH:25][N:26]=[C:27](Cl)[C:22]=2[CH2:21]1)[C:14]1[CH:19]=[CH:18][CH:17]=[CH:16][CH:15]=1. Product: [CH2:13]([N:20]1[CH2:30][CH2:29][C:23]2[N:24]=[CH:25][N:26]=[C:27]([O:1][C@H:2]3[CH2:6][CH2:5][N:4]([C:7](=[O:10])[CH2:8][CH3:9])[CH2:3]3)[C:22]=2[CH2:21]1)[C:14]1[CH:15]=[CH:16][CH:17]=[CH:18][CH:19]=1. The catalyst class is: 1.